This data is from Forward reaction prediction with 1.9M reactions from USPTO patents (1976-2016). The task is: Predict the product of the given reaction. (1) Given the reactants [OH:1][C:2]1[C:23]([CH3:24])=[CH:22][C:5]([CH2:6][NH:7][C:8]([C:10]2[S:17][C:16]([CH3:18])=[C:15]3[C:11]=2[CH2:12][C@H:13]2[C:19]([CH3:21])([CH3:20])[C@H:14]23)=[O:9])=[CH:4][C:3]=1[CH3:25].[OH-].[Na+].[Na+].[I-].Cl[CH2:31][C@@H:32]([OH:35])[CH2:33][OH:34], predict the reaction product. The product is: [OH:35][C@@H:32]([CH2:33][OH:34])[CH2:31][O:1][C:2]1[C:23]([CH3:24])=[CH:22][C:5]([CH2:6][NH:7][C:8]([C:10]2[S:17][C:16]([CH3:18])=[C:15]3[C:11]=2[CH2:12][C@H:13]2[C:19]([CH3:21])([CH3:20])[C@H:14]23)=[O:9])=[CH:4][C:3]=1[CH3:25]. (2) Given the reactants [Cl:1][C:2]1[CH:3]=[N+:4]([O-:27])[CH:5]=[C:6]([Cl:26])[C:7]=1[CH2:8][C@@H:9]([C:11]1[CH:16]=[CH:15][C:14]([O:17][CH:18]([F:20])[F:19])=[C:13]([O:21][CH2:22][CH:23]2[CH2:25][CH2:24]2)[CH:12]=1)[OH:10].C(Cl)CCl.[NH2:32][C:33]1[CH:38]=[CH:37][C:36]([S:39]([N:42]2[CH2:46][CH2:45][S:44][CH:43]2[C:47](O)=[O:48])(=[O:41])=[O:40])=[CH:35][CH:34]=1.O, predict the reaction product. The product is: [NH2:32][C:33]1[CH:38]=[CH:37][C:36]([S:39]([N:42]2[CH2:46][CH2:45][S:44][CH:43]2[C:47]([O:10][C@H:9]([C:11]2[CH:16]=[CH:15][C:14]([O:17][CH:18]([F:20])[F:19])=[C:13]([O:21][CH2:22][CH:23]3[CH2:25][CH2:24]3)[CH:12]=2)[CH2:8][C:7]2[C:6]([Cl:26])=[CH:5][N+:4]([O-:27])=[CH:3][C:2]=2[Cl:1])=[O:48])(=[O:41])=[O:40])=[CH:35][CH:34]=1.